Dataset: Peptide-MHC class I binding affinity with 185,985 pairs from IEDB/IMGT. Task: Regression. Given a peptide amino acid sequence and an MHC pseudo amino acid sequence, predict their binding affinity value. This is MHC class I binding data. The peptide sequence is GLFTNSSGTQ. The MHC is HLA-A02:01 with pseudo-sequence HLA-A02:01. The binding affinity (normalized) is 0.